Dataset: Full USPTO retrosynthesis dataset with 1.9M reactions from patents (1976-2016). Task: Predict the reactants needed to synthesize the given product. (1) Given the product [O:23]1[C:27]2[CH:28]=[CH:29][C:30]([N:32]3[C:36](=[O:37])[C:35](=[N:19][NH:2][C:3]4[C:4]([OH:18])=[C:5]([C:9]5[CH:14]=[CH:13][CH:12]=[C:11]([C:15]([OH:17])=[O:16])[CH:10]=5)[CH:6]=[CH:7][CH:8]=4)[C:34]([CH3:38])=[N:33]3)=[CH:31][C:26]=2[CH2:25][CH2:24]1, predict the reactants needed to synthesize it. The reactants are: Br.[NH2:2][C:3]1[C:4]([OH:18])=[C:5]([C:9]2[CH:14]=[CH:13][CH:12]=[C:11]([C:15]([OH:17])=[O:16])[CH:10]=2)[CH:6]=[CH:7][CH:8]=1.[N:19]([O-])=O.[Na+].[O:23]1[C:27]2[CH:28]=[CH:29][C:30]([N:32]3[C:36](=[O:37])[CH2:35][C:34]([CH3:38])=[N:33]3)=[CH:31][C:26]=2[CH2:25][CH2:24]1.C(=O)(O)[O-].[Na+]. (2) Given the product [CH:15]([C:18]1[CH:25]=[CH:24][C:21]([C:22]2[NH:1][N:2]=[C:3]([C:5]3[CH:14]=[CH:9][CH:8]=[CH:7][N:6]=3)[N:4]=2)=[CH:20][CH:19]=1)([CH3:17])[CH3:16], predict the reactants needed to synthesize it. The reactants are: [NH2:1][NH:2][C:3]([C:5]1[C:14]2[C:9](=CC=CC=2)[CH:8]=[CH:7][N:6]=1)=[NH:4].[CH:15]([C:18]1[CH:25]=[CH:24][C:21]([CH:22]=O)=[CH:20][CH:19]=1)([CH3:17])[CH3:16]. (3) Given the product [NH2:23][C@@H:20]1[CH2:21][CH2:22][N:18]([C:16]2[C:15]3[C:10](=[CH:11][C:12]([CH3:31])=[CH:13][CH:14]=3)[N:9]=[C:8]([C:3]3[CH:4]=[CH:5][CH:6]=[CH:7][C:2]=3[OH:1])[N:17]=2)[CH2:19]1, predict the reactants needed to synthesize it. The reactants are: [OH:1][C:2]1[CH:7]=[CH:6][CH:5]=[CH:4][C:3]=1[C:8]1[N:17]=[C:16]([N:18]2[CH2:22][CH2:21][C@@H:20]([NH:23]C(=O)OC(C)(C)C)[CH2:19]2)[C:15]2[C:10](=[CH:11][C:12]([CH3:31])=[CH:13][CH:14]=2)[N:9]=1.FC(F)(F)C(O)=O.